This data is from Full USPTO retrosynthesis dataset with 1.9M reactions from patents (1976-2016). The task is: Predict the reactants needed to synthesize the given product. Given the product [CH3:38][O:37][C:35]([C:33]1[CH:32]=[CH:31][C:30]([C:2]2[CH:7]=[CH:6][C:5]([CH:8]([CH3:26])[C:9]([OH:14])([C:15]3[CH:16]=[CH:17][C:18]4[O:22][C:21](=[O:23])[N:20]([CH3:24])[C:19]=4[CH:25]=3)[C:10]([F:11])([F:13])[F:12])=[C:4]([Cl:27])[CH:3]=2)=[C:29]([F:28])[CH:34]=1)=[O:36], predict the reactants needed to synthesize it. The reactants are: Br[C:2]1[CH:7]=[CH:6][C:5]([CH:8]([CH3:26])[C:9]([C:15]2[CH:16]=[CH:17][C:18]3[O:22][C:21](=[O:23])[N:20]([CH3:24])[C:19]=3[CH:25]=2)([OH:14])[C:10]([F:13])([F:12])[F:11])=[C:4]([Cl:27])[CH:3]=1.[F:28][C:29]1[CH:34]=[C:33]([C:35]([O:37][CH3:38])=[O:36])[CH:32]=[CH:31][C:30]=1B(O)O.